This data is from Peptide-MHC class II binding affinity with 134,281 pairs from IEDB. The task is: Regression. Given a peptide amino acid sequence and an MHC pseudo amino acid sequence, predict their binding affinity value. This is MHC class II binding data. The peptide sequence is EKDVTDITVKNCVLK. The MHC is DRB1_0901 with pseudo-sequence DRB1_0901. The binding affinity (normalized) is 0.158.